Dataset: Peptide-MHC class I binding affinity with 185,985 pairs from IEDB/IMGT. Task: Regression. Given a peptide amino acid sequence and an MHC pseudo amino acid sequence, predict their binding affinity value. This is MHC class I binding data. (1) The peptide sequence is APSYRNFSF. The MHC is HLA-A30:01 with pseudo-sequence HLA-A30:01. The binding affinity (normalized) is 0.220. (2) The peptide sequence is GSANLKSLY. The MHC is Mamu-A02 with pseudo-sequence Mamu-A02. The binding affinity (normalized) is 0.916.